Dataset: Catalyst prediction with 721,799 reactions and 888 catalyst types from USPTO. Task: Predict which catalyst facilitates the given reaction. (1) Reactant: [N+:1]([C:4]1[CH:9]=[CH:8][C:7]([S:10]([CH3:18])(=[N:12][C:13](=[O:17])[CH2:14][O:15][CH3:16])=[O:11])=[CH:6][CH:5]=1)([O-])=O. Product: [NH2:1][C:4]1[CH:9]=[CH:8][C:7]([S:10]([CH3:18])(=[N:12][C:13](=[O:17])[CH2:14][O:15][CH3:16])=[O:11])=[CH:6][CH:5]=1. The catalyst class is: 29. (2) Reactant: [Cl-].[Al+3].[Cl-].[Cl-].[C:5]([N:8]1[CH2:13][CH2:12][CH:11]([C:14](Cl)=[O:15])[CH2:10][CH2:9]1)(=[O:7])[CH3:6].[C:17]1([S:23][CH3:24])[CH:22]=[CH:21][CH:20]=[CH:19][CH:18]=1. Product: [C:5]([N:8]1[CH2:13][CH2:12][CH:11]([C:14](=[O:15])[C:20]2[CH:21]=[CH:22][C:17]([S:23][CH3:24])=[CH:18][CH:19]=2)[CH2:10][CH2:9]1)(=[O:7])[CH3:6]. The catalyst class is: 4. (3) Reactant: [Cl:1][C:2]1[CH:7]=[CH:6][C:5]([C:8]2[C:14]3[CH:15]=[CH:16][CH:17]=[CH:18][C:13]=3[N:12]3[C:19]([CH3:22])=[N:20][N:21]=[C:11]3[CH:10]([CH2:23][C:24](O)=[O:25])[CH:9]=2)=[CH:4][CH:3]=1.CN(C(O[N:35]1N=N[C:37]2C=CC=N[C:36]1=2)=[N+](C)C)C.F[P-](F)(F)(F)(F)F.C(N(CC)CC)C.C(N)C. Product: [Cl:1][C:2]1[CH:7]=[CH:6][C:5]([C:8]2[C:14]3[CH:15]=[CH:16][CH:17]=[CH:18][C:13]=3[N:12]3[C:19]([CH3:22])=[N:20][N:21]=[C:11]3[CH:10]([CH2:23][C:24]([NH:35][CH2:36][CH3:37])=[O:25])[CH:9]=2)=[CH:4][CH:3]=1. The catalyst class is: 3. (4) Reactant: C[O-].[Na+].Cl.[NH2:5][C:6]([NH2:8])=[NH:7].[Cl:9]CCl.Cl.Cl[C:14]([C:16]1[C:24]2[C:19](=[CH:20][CH:21]=[CH:22][CH:23]=2)[N:18]([C:25]2[C:34]3[C:29](=[CH:30][C:31]([C:35]([F:38])([F:37])[F:36])=[CH:32][CH:33]=3)[N:28]=[CH:27][CH:26]=2)[CH:17]=1)=[O:15]. Product: [ClH:9].[NH:7]([C:14]([C:16]1[C:24]2[C:19](=[CH:20][CH:21]=[CH:22][CH:23]=2)[N:18]([C:25]2[C:34]3[C:29](=[CH:30][C:31]([C:35]([F:37])([F:36])[F:38])=[CH:32][CH:33]=3)[N:28]=[CH:27][CH:26]=2)[CH:17]=1)=[O:15])[C:6]([NH2:8])=[NH:5]. The catalyst class is: 111.